From a dataset of Peptide-MHC class II binding affinity with 134,281 pairs from IEDB. Regression. Given a peptide amino acid sequence and an MHC pseudo amino acid sequence, predict their binding affinity value. This is MHC class II binding data. (1) The binding affinity (normalized) is 0.667. The MHC is HLA-DQA10501-DQB10201 with pseudo-sequence HLA-DQA10501-DQB10201. The peptide sequence is EKKYFAMTQFEPLAA. (2) The peptide sequence is YDKFLAFVSTVLTGK. The MHC is DRB1_0802 with pseudo-sequence DRB1_0802. The binding affinity (normalized) is 0.827. (3) The peptide sequence is PVSPGEMRLRDDQRK. The MHC is HLA-DQA10501-DQB10402 with pseudo-sequence HLA-DQA10501-DQB10402. The binding affinity (normalized) is 0.380.